The task is: Predict the product of the given reaction.. This data is from Forward reaction prediction with 1.9M reactions from USPTO patents (1976-2016). (1) Given the reactants [C@H:1]12[O:6][C@H:5]1[CH2:4][CH2:3][C@@H:2]2[N:7]([S:15]([C:18]1[CH:23]=[CH:22][CH:21]=[CH:20][C:19]=1[N+:24]([O-:26])=[O:25])(=[O:17])=[O:16])[C:8](=[O:14])[O:9]C(C)(C)C, predict the reaction product. The product is: [OH:6][C@H:5]1[C@H:1]2[C@H:2]([N:7]([S:15]([C:18]3[CH:23]=[CH:22][CH:21]=[CH:20][C:19]=3[N+:24]([O-:26])=[O:25])(=[O:16])=[O:17])[C:8](=[O:14])[O:9]2)[CH2:3][CH2:4]1. (2) Given the reactants [C:1]([O:5][C:6]([NH:8][C:9]1[CH:17]=[CH:16][C:12]([C:13]([OH:15])=O)=[CH:11][CH:10]=1)=[O:7])([CH3:4])([CH3:3])[CH3:2].Cl.[NH:19]1[CH:23]=[CH:22][N:21]=[C:20]1[C:24]1[CH:25]=[CH:26][C:27]([CH3:31])=[C:28]([CH:30]=1)[NH2:29].CCN(C(C)C)C(C)C.CN(C(ON1N=NC2C=CC=NC1=2)=[N+](C)C)C.F[P-](F)(F)(F)(F)F, predict the reaction product. The product is: [NH:19]1[CH:23]=[CH:22][N:21]=[C:20]1[C:24]1[CH:25]=[CH:26][C:27]([CH3:31])=[C:28]([NH:29][C:13]([C:12]2[CH:11]=[CH:10][C:9]([NH:8][C:6](=[O:7])[O:5][C:1]([CH3:2])([CH3:3])[CH3:4])=[CH:17][CH:16]=2)=[O:15])[CH:30]=1. (3) Given the reactants [S:1]1[CH:5]=[CH:4][C:3]2[C:6]([N:10]3[CH2:15][CH2:14][N:13]([CH2:16][CH2:17][CH2:18][CH2:19][O:20][C:21]4[CH:30]=[C:29]5[C:24]([CH:25]=[CH:26][C:27](=[O:31])[NH:28]5)=[CH:23][CH:22]=4)[CH2:12][CH2:11]3)=[CH:7][CH:8]=[CH:9][C:2]1=2.C(N(CC)CC)C.[CH2:39]([N:41]([CH2:45][CH3:46])[C:42](Cl)=[O:43])[CH3:40].O, predict the reaction product. The product is: [CH2:39]([N:41]([CH2:45][CH3:46])[C:42](=[O:43])[O:31][C:27]1[CH:26]=[CH:25][C:24]2[C:29](=[CH:30][C:21]([O:20][CH2:19][CH2:18][CH2:17][CH2:16][N:13]3[CH2:12][CH2:11][N:10]([C:6]4[C:3]5[CH:4]=[CH:5][S:1][C:2]=5[CH:9]=[CH:8][CH:7]=4)[CH2:15][CH2:14]3)=[CH:22][CH:23]=2)[N:28]=1)[CH3:40]. (4) Given the reactants [Cl:1][C:2]1[CH:7]=[C:6]([F:8])[C:5]([N+:9]([O-:11])=[O:10])=[CH:4][C:3]=1[CH:12]([OH:17])[C:13]([O:15][CH3:16])=[O:14].Cl(O)(=O)(=O)=O.C(=O)(O)[O-].[Na+].O, predict the reaction product. The product is: [C:3]([O:17][CH:12]([C:3]1[CH:4]=[C:5]([N+:9]([O-:11])=[O:10])[C:6]([F:8])=[CH:7][C:2]=1[Cl:1])[C:13]([O:15][CH3:16])=[O:14])([CH3:12])([CH3:4])[CH3:2]. (5) Given the reactants F[C:2]1[CH:7]=[C:6]([Cl:8])[CH:5]=[CH:4][C:3]=1[N+:9]([O-])=O.[C:12]1([OH:18])[CH:17]=[CH:16][CH:15]=[CH:14][CH:13]=1.C(=O)([O-])[O-].[K+].[K+], predict the reaction product. The product is: [Cl:8][C:6]1[CH:5]=[CH:4][C:3]([NH2:9])=[C:2]([O:18][C:12]2[CH:17]=[CH:16][CH:15]=[CH:14][CH:13]=2)[CH:7]=1. (6) Given the reactants [NH2:1][C:2]1[CH:3]=[N:4][CH:5]=[CH:6][C:7]=1[N:8]1[CH2:13][CH2:12][CH2:11][C@H:10]([NH:14][C:15](=[O:21])[O:16][C:17]([CH3:20])([CH3:19])[CH3:18])[CH2:9]1.[C:22]([O:26][C:27]([NH:29][C:30]1[S:38][C:37]2[C:32](=[N:33][CH:34]=[CH:35][CH:36]=2)[C:31]=1[C:39](O)=[O:40])=[O:28])([CH3:25])([CH3:24])[CH3:23].CN(C(ON1N=NC2C=CC=NC1=2)=[N+](C)C)C.F[P-](F)(F)(F)(F)F.CCN(C(C)C)C(C)C, predict the reaction product. The product is: [C:17]([O:16][C:15]([NH:14][C@H:10]1[CH2:11][CH2:12][CH2:13][N:8]([C:7]2[CH:6]=[CH:5][N:4]=[CH:3][C:2]=2[NH:1][C:39]([C:31]2[C:32]3=[N:33][CH:34]=[CH:35][CH:36]=[C:37]3[S:38][C:30]=2[NH:29][C:27](=[O:28])[O:26][C:22]([CH3:24])([CH3:23])[CH3:25])=[O:40])[CH2:9]1)=[O:21])([CH3:18])([CH3:20])[CH3:19].